Task: Predict which catalyst facilitates the given reaction.. Dataset: Catalyst prediction with 721,799 reactions and 888 catalyst types from USPTO (1) Reactant: [CH3:1][C:2]([CH3:19])([CH3:18])[CH2:3][NH:4][C:5]1[C:14]2[C:9](=[CH:10][CH:11]=[C:12]([OH:15])[CH:13]=2)[N:8]=[C:7]([C:16]#[N:17])[N:6]=1.Cl.[CH3:21][N:22]1[CH2:27][CH2:26][CH2:25][CH2:24][CH:23]1[CH2:28]Cl.C(=O)([O-])[O-].[K+].[K+]. Product: [CH3:1][C:2]([CH3:19])([CH3:18])[CH2:3][NH:4][C:5]1[C:14]2[C:9](=[CH:10][CH:11]=[C:12]([O:15][CH2:28][CH:23]3[CH2:24][CH2:25][CH2:26][CH2:27][N:22]3[CH3:21])[CH:13]=2)[N:8]=[C:7]([C:16]#[N:17])[N:6]=1. The catalyst class is: 3. (2) Reactant: I[C:2]1[C@:3]2([CH2:19][CH2:18][C@H:17]3[C@@H:8]([CH2:9][CH2:10][C:11]4[CH:12]=[C:13]([C:20]([NH2:22])=[O:21])[CH:14]=[CH:15][C:16]=43)[C@@H:5]2[CH2:6][CH:7]=1)[CH3:4].[CH3:23][O:24][C:25]1[CH:26]=[C:27](B(O)O)[CH:28]=[N:29][CH:30]=1. Product: [CH3:23][O:24][C:25]1[CH:26]=[C:27]([C:2]2[C@:3]3([CH2:19][CH2:18][C@H:17]4[C@@H:8]([CH2:9][CH2:10][C:11]5[CH:12]=[C:13]([C:20]([NH2:22])=[O:21])[CH:14]=[CH:15][C:16]=54)[C@@H:5]3[CH2:6][CH:7]=2)[CH3:4])[CH:28]=[N:29][CH:30]=1. The catalyst class is: 73. (3) Reactant: [CH2:1]([C:4]1[C:12]2[NH:11][C:10]([CH2:13][O:14][C:15]3[CH:20]=[CH:19][C:18]([Cl:21])=[CH:17][CH:16]=3)=[N:9][C:8]=2[CH:7]=[CH:6][CH:5]=1)[CH:2]=[CH2:3].[H-].[Na+].[C:24]([O:28][C:29]([N:31]1[CH2:36][CH2:35][CH:34]([CH2:37][CH2:38][CH2:39]Br)[CH2:33][CH2:32]1)=[O:30])([CH3:27])([CH3:26])[CH3:25]. Product: [CH2:1]([C:4]1[C:12]2[N:11]=[C:10]([CH2:13][O:14][C:15]3[CH:16]=[CH:17][C:18]([Cl:21])=[CH:19][CH:20]=3)[N:9]([CH2:39][CH2:38][CH2:37][CH:34]3[CH2:35][CH2:36][N:31]([C:29]([O:28][C:24]([CH3:25])([CH3:27])[CH3:26])=[O:30])[CH2:32][CH2:33]3)[C:8]=2[CH:7]=[CH:6][CH:5]=1)[CH:2]=[CH2:3]. The catalyst class is: 9. (4) Reactant: [Br:1][C:2]1[N:7]2[CH:8]=[N:9][CH:10]=[C:6]2[C:5](O)=[N:4][C:3]=1[Cl:12].C(N(CC)CC)C.CS(Cl)(=O)=O.C(N(CC)C(C)C)(C)C.[CH3:34][N:35]([CH3:42])[CH:36]1[CH2:41][CH2:40][NH:39][CH2:38][CH2:37]1. Product: [Br:1][C:2]1[N:7]2[CH:8]=[N:9][CH:10]=[C:6]2[C:5]([N:39]2[CH2:40][CH2:41][CH:36]([N:35]([CH3:42])[CH3:34])[CH2:37][CH2:38]2)=[N:4][C:3]=1[Cl:12]. The catalyst class is: 172. (5) Product: [C:22]([OH:54])(=[O:23])[CH3:25].[NH2:38][C:36]1[N:35]=[CH:34][N:33]=[C:32]2[N:31]([C@H:39]3[CH2:44][CH2:43][C@@H:42]([N:45]4[CH2:46][CH2:47][N:48]([CH3:51])[CH2:49][CH2:50]4)[CH2:41][CH2:40]3)[N:30]=[C:29]([C:16]3[CH:15]=[CH:14][C:13]([N:9]4[CH2:8][CH:7]([C:1]5[CH:2]=[CH:3][CH:4]=[CH:5][CH:6]=5)[O:11][C:10]4=[O:12])=[CH:18][CH:17]=3)[C:37]=12. The catalyst class is: 149. Reactant: [C:1]1([CH:7]2[O:11][C:10](=[O:12])[N:9]([C:13]3[CH:18]=[CH:17][C:16](B4[O:23][C:22]([CH3:25])(C)C(C)(C)O4)=[CH:15][CH:14]=3)[CH2:8]2)[CH:6]=[CH:5][CH:4]=[CH:3][CH:2]=1.I[C:29]1[C:37]2[C:32](=[N:33][CH:34]=[N:35][C:36]=2[NH2:38])[N:31]([C@H:39]2[CH2:44][CH2:43][C@@H:42]([N:45]3[CH2:50][CH2:49][N:48]([CH3:51])[CH2:47][CH2:46]3)[CH2:41][CH2:40]2)[N:30]=1.O.C(=O)([O-])[O-:54].[Na+].[Na+]. (6) Reactant: [F:1][C:2]([F:13])([F:12])[O:3][C:4]1[CH:9]=[CH:8][C:7]([CH2:10][NH2:11])=[CH:6][CH:5]=1.[CH3:14][O:15][C:16]1[CH:23]=[CH:22][CH:21]=[C:20]([O:24][CH3:25])[C:17]=1[CH:18]=O.[Na].[C:27]([O:37][CH2:38][CH3:39])(=[O:36])[CH2:28][C:29]([C:31](OCC)=[O:32])=[O:30]. Product: [CH3:14][O:15][C:16]1[CH:23]=[CH:22][CH:21]=[C:20]([O:24][CH3:25])[C:17]=1[CH:18]1[CH:28]([C:27]([O:37][CH2:38][CH3:39])=[O:36])[C:29](=[O:30])[C:31](=[O:32])[N:11]1[CH2:10][C:7]1[CH:6]=[CH:5][C:4]([O:3][C:2]([F:12])([F:13])[F:1])=[CH:9][CH:8]=1. The catalyst class is: 14. (7) Reactant: C[Si]([N-][Si](C)(C)C)(C)C.[Na+].[C:11]1(=[O:24])[C:23]2[C:22]3[CH:21]=[CH:20][CH:19]=[CH:18][C:17]=3[NH:16][C:15]=2[CH2:14][CH2:13][NH:12]1.[CH3:25]N(C)C=O.IC. Product: [CH3:25][N:16]1[C:17]2[CH:18]=[CH:19][CH:20]=[CH:21][C:22]=2[C:23]2[C:11](=[O:24])[NH:12][CH2:13][CH2:14][C:15]1=2. The catalyst class is: 84. (8) Reactant: [H-].[Na+].[C:3]1([SH:9])[CH:8]=[CH:7][CH:6]=[CH:5][CH:4]=1.Cl[C:11]1[CH:16]=[CH:15][C:14]([C:17]2[S:18][C:19]3[N:20]=[CH:21][N:22]=[CH:23][C:24]=3[N:25]=2)=[CH:13][C:12]=1[C:26]#[N:27].O. Product: [C:26]([C:12]1[CH:13]=[C:14]([C:17]2[S:18][C:19]3[N:20]=[CH:21][N:22]=[CH:23][C:24]=3[N:25]=2)[CH:15]=[CH:16][C:11]=1[S:9][C:3]1[CH:8]=[CH:7][CH:6]=[CH:5][CH:4]=1)#[N:27]. The catalyst class is: 16. (9) Reactant: [Cl:1][C:2]1[N:7]=[C:6](Cl)[C:5]([Cl:9])=[CH:4][N:3]=1.[CH3:10][NH:11][CH:12]1[CH:16]2[O:17][CH2:18][CH:19]([OH:20])[CH:15]2[O:14][CH2:13]1.CCN(CC)CC. Product: [Cl:1][C:2]1[N:7]=[C:6]([N:11]([CH3:10])[CH:12]2[CH:16]3[O:17][CH2:18][CH:19]([OH:20])[CH:15]3[O:14][CH2:13]2)[C:5]([Cl:9])=[CH:4][N:3]=1. The catalyst class is: 14. (10) Reactant: [NH2:1][C:2]1[CH:7]=[CH:6][CH:5]=[CH:4][C:3]=1[NH:8][CH:9]1[CH2:14][CH2:13][N:12]([C:15]2[CH:20]=[C:19]([CH3:21])[CH:18]=[CH:17][C:16]=2[NH:22][C:23](=[O:25])[CH3:24])[CH2:11][CH2:10]1.[N:26]#[C:27]Br. Product: [NH2:26][C:27]1[N:8]([CH:9]2[CH2:14][CH2:13][N:12]([C:15]3[CH:20]=[C:19]([CH3:21])[CH:18]=[CH:17][C:16]=3[NH:22][C:23](=[O:25])[CH3:24])[CH2:11][CH2:10]2)[C:3]2[CH:4]=[CH:5][CH:6]=[CH:7][C:2]=2[N:1]=1. The catalyst class is: 144.